From a dataset of In vitro SARS-CoV-2 activity screen of 1,480 approved drugs from Prestwick library. Binary Classification. Given a drug SMILES string, predict its activity (active/inactive) in a high-throughput screening assay against a specified biological target. (1) The drug is Nc1nnc(-c2cccc(Cl)c2Cl)c(N)n1. The result is 0 (inactive). (2) The compound is CC(=O)OC(C)OC(=O)C(C)c1ccc(-c2ccccc2)c(F)c1. The result is 0 (inactive).